From a dataset of Full USPTO retrosynthesis dataset with 1.9M reactions from patents (1976-2016). Predict the reactants needed to synthesize the given product. (1) Given the product [CH3:14][CH:13]([CH3:15])[CH2:12][C:11]([NH:1][C:2]1[CH:10]=[N:9][CH:8]=[CH:7][C:3]=1[C:4]([OH:6])=[O:5])=[O:16], predict the reactants needed to synthesize it. The reactants are: [NH2:1][C:2]1[CH:10]=[N:9][CH:8]=[CH:7][C:3]=1[C:4]([OH:6])=[O:5].[C:11](Cl)(=[O:16])[CH2:12][CH:13]([CH3:15])[CH3:14].O. (2) Given the product [CH3:27][C:24]1[CH:25]=[CH:26][C:21]2[N:20]=[C:17]([C:15]3[CH:14]=[CH:13][C:5]4[N:6]([CH:7]5[CH2:8][CH2:9][O:10][CH2:11][CH2:12]5)[C:2]([CH3:1])=[N:3][C:4]=4[CH:16]=3)[O:19][C:22]=2[CH:23]=1, predict the reactants needed to synthesize it. The reactants are: [CH3:1][C:2]1[N:6]([CH:7]2[CH2:12][CH2:11][O:10][CH2:9][CH2:8]2)[C:5]2[CH:13]=[CH:14][C:15]([C:17]([OH:19])=O)=[CH:16][C:4]=2[N:3]=1.[NH2:20][C:21]1[CH:26]=[CH:25][C:24]([CH3:27])=[CH:23][C:22]=1O.CCN=C=NCCCN(C)C.O.C1(C)C=CC(S(O)(=O)=O)=CC=1. (3) Given the product [Cl:1][C:2]1[CH:3]=[CH:4][C:5]([S:8][CH:9]2[C:18]3[C:13](=[C:14]([F:20])[CH:15]=[CH:16][C:17]=3[F:19])[O:12][CH2:11][CH:10]2[CH2:21][NH:26][CH2:25][CH2:23][OH:24])=[CH:6][CH:7]=1, predict the reactants needed to synthesize it. The reactants are: [Cl:1][C:2]1[CH:7]=[CH:6][C:5]([S:8][C@@H:9]2[C:18]3[C:13](=[C:14]([F:20])[CH:15]=[CH:16][C:17]=3[F:19])[O:12][CH2:11][C@H:10]2[CH:21]=O)=[CH:4][CH:3]=1.[CH2:23]([CH2:25][NH2:26])[OH:24].[BH4-].[Na+].CO. (4) Given the product [S:1]1[C:5]2[CH:6]=[C:7]([NH:10][C:11]3[CH:19]=[C:18]([NH:20][CH:21]([CH3:23])[CH3:22])[C:14]([C:15]([NH:50][CH:51]4[CH2:56][CH2:55][C:32]([OH:68])([C:30]5[N:26]([CH3:27])[N:73]=[CH:72][CH:31]=5)[CH2:53][CH2:52]4)=[O:16])=[CH:13][N:12]=3)[CH:8]=[CH:9][C:4]=2[N:3]=[CH:2]1, predict the reactants needed to synthesize it. The reactants are: [S:1]1[C:5]2[CH:6]=[C:7]([NH:10][C:11]3[CH:19]=[C:18]([NH:20][CH:21]([CH3:23])[CH3:22])[C:14]([C:15](O)=[O:16])=[CH:13][N:12]=3)[CH:8]=[CH:9][C:4]=2[N:3]=[CH:2]1.CC[N:26]([CH:30]([CH3:32])[CH3:31])[CH:27](C)C.C1CN([P+](O[N:50]2N=N[C:52]3[CH:53]=C[CH:55]=[CH:56][C:51]2=3)(N2CCCC2)N2CCCC2)CC1.F[P-](F)(F)(F)(F)F.CC[O:68]C(C)=O.[CH3:72][N:73](C=O)C. (5) Given the product [N:12]1[CH:13]=[CH:14][C:15]([C:18]2[NH:22][N:21]=[C:20]([C:23]([N:6]3[CH:7]4[CH2:10][CH2:11][N:3]([CH2:9][CH2:8]4)[CH2:4][CH2:5]3)=[O:24])[CH:19]=2)=[CH:16][CH:17]=1, predict the reactants needed to synthesize it. The reactants are: Cl.Cl.[N:3]12[CH2:11][CH2:10][CH:7]([CH2:8][CH2:9]1)[NH:6][CH2:5][CH2:4]2.[N:12]1[CH:17]=[CH:16][C:15]([C:18]2[NH:22][N:21]=[C:20]([C:23](O)=[O:24])[CH:19]=2)=[CH:14][CH:13]=1.